From a dataset of Catalyst prediction with 721,799 reactions and 888 catalyst types from USPTO. Predict which catalyst facilitates the given reaction. (1) Reactant: [H-].[Na+].[C:3]1([N:13]2[CH2:18][CH2:17][NH:16][CH2:15][CH2:14]2)[C:12]2[C:7](=[CH:8][CH:9]=[CH:10][CH:11]=2)[CH:6]=[CH:5][CH:4]=1.[Cl:19][C:20]1[CH:25]=[CH:24][CH:23]=[CH:22][C:21]=1[CH:26]1[C:31]([C:32]#[N:33])=[C:30]([CH2:34]Br)[NH:29][C:28]2=[N:36][NH:37][CH:38]=[C:27]12.O. Product: [ClH:19].[ClH:19].[ClH:19].[Cl:19][C:20]1[CH:25]=[CH:24][CH:23]=[CH:22][C:21]=1[CH:26]1[C:31]([C:32]#[N:33])=[C:30]([CH2:34][N:16]2[CH2:17][CH2:18][N:13]([C:3]3[C:12]4[C:7](=[CH:8][CH:9]=[CH:10][CH:11]=4)[CH:6]=[CH:5][CH:4]=3)[CH2:14][CH2:15]2)[NH:29][C:28]2=[N:36][NH:37][CH:38]=[C:27]12. The catalyst class is: 3. (2) Reactant: [Cl:1][C:2]([Cl:7])([Cl:6])[C:3](Cl)=[O:4].[NH2:8][C:9]1[CH:14]=[CH:13][C:12]([C:15](=[O:23])[C:16]2[CH:21]=[CH:20][C:19]([F:22])=[CH:18][CH:17]=2)=[CH:11][C:10]=1[C:24]([C:26]1[CH:31]=[CH:30][CH:29]=[C:28]([Cl:32])[CH:27]=1)=[O:25].C(N(CC)CC)C. Product: [Cl:1][C:2]([Cl:7])([Cl:6])[C:3]([NH:8][C:9]1[CH:14]=[CH:13][C:12]([C:15](=[O:23])[C:16]2[CH:21]=[CH:20][C:19]([F:22])=[CH:18][CH:17]=2)=[CH:11][C:10]=1[C:24](=[O:25])[C:26]1[CH:31]=[CH:30][CH:29]=[C:28]([Cl:32])[CH:27]=1)=[O:4]. The catalyst class is: 2. (3) Reactant: [C:1]([NH:5][S:6]([C:9]1[CH:14]=[CH:13][CH:12]=[CH:11][C:10]=1[O:15][CH3:16])(=[O:8])=[O:7])([CH3:4])([CH3:3])[CH3:2].C([Li])CCC.[I:22]I. Product: [C:1]([NH:5][S:6]([C:9]1[C:10]([O:15][CH3:16])=[CH:11][CH:12]=[CH:13][C:14]=1[I:22])(=[O:8])=[O:7])([CH3:4])([CH3:3])[CH3:2]. The catalyst class is: 7. (4) Reactant: C(N(CC)C(C)C)(C)C.[NH2:10][C:11]1[CH:12]=[C:13]([C:19]([C:23]2[CH:28]=[CH:27][C:26]([O:29][CH3:30])=[C:25]([O:31][CH2:32][CH3:33])[CH:24]=2)=[CH:20][C:21]#[N:22])[CH:14]=[CH:15][C:16]=1[O:17][CH3:18].[CH3:34][N:35]([CH3:39])[C:36](Cl)=[O:37]. Product: [C:21]([CH:20]=[C:19]([C:13]1[CH:14]=[CH:15][C:16]([O:17][CH3:18])=[C:11]([NH:10][C:36](=[O:37])[N:35]([CH3:39])[CH3:34])[CH:12]=1)[C:23]1[CH:28]=[CH:27][C:26]([O:29][CH3:30])=[C:25]([O:31][CH2:32][CH3:33])[CH:24]=1)#[N:22]. The catalyst class is: 2.